From a dataset of Reaction yield outcomes from USPTO patents with 853,638 reactions. Predict the reaction yield, written as a fraction of the theoretical maximum amount of product (1.0 means a 100% yield; for example, 0.34 means a 34% yield). (1) The reactants are [CH2:1]([N:8]1[CH2:13][CH2:12][C:11]([C:22]2[CH:27]=[CH:26][C:25](OS(C(F)(F)F)(=O)=O)=[CH:24][CH:23]=2)([C:14]2[CH:19]=[CH:18][CH:17]=[C:16]([O:20][CH3:21])[CH:15]=2)[CH2:10][CH2:9]1)[C:2]1[CH:7]=[CH:6][CH:5]=[CH:4][CH:3]=1.[S:36]1[CH:40]=[CH:39][CH:38]=[C:37]1B(O)O.C(=O)([O-])[O-].[Na+].[Na+]. The catalyst is C(O)C.O.C1C=CC([P]([Pd]([P](C2C=CC=CC=2)(C2C=CC=CC=2)C2C=CC=CC=2)([P](C2C=CC=CC=2)(C2C=CC=CC=2)C2C=CC=CC=2)[P](C2C=CC=CC=2)(C2C=CC=CC=2)C2C=CC=CC=2)(C2C=CC=CC=2)C2C=CC=CC=2)=CC=1.[Pd].P. The product is [CH2:1]([N:8]1[CH2:13][CH2:12][C:11]([C:14]2[CH:19]=[CH:18][CH:17]=[C:16]([O:20][CH3:21])[CH:15]=2)([C:22]2[CH:27]=[CH:26][C:25]([C:37]3[S:36][CH:40]=[CH:39][CH:38]=3)=[CH:24][CH:23]=2)[CH2:10][CH2:9]1)[C:2]1[CH:3]=[CH:4][CH:5]=[CH:6][CH:7]=1. The yield is 0.920. (2) The reactants are [Cl:1][C:2]1[CH:3]=[C:4]([C:9]2[N:10]=[N:11][CH:12]=[C:13]([O:15]C)[CH:14]=2)[CH:5]=[CH:6][C:7]=1[F:8].[BrH:17]. No catalyst specified. The product is [BrH:17].[Cl:1][C:2]1[CH:3]=[C:4]([C:9]2[N:10]=[N:11][CH:12]=[C:13]([OH:15])[CH:14]=2)[CH:5]=[CH:6][C:7]=1[F:8]. The yield is 0.800. (3) The reactants are [OH:1][C:2]1[CH:3]=[C:4]2[C:9](=[CH:10][C:11]=1[CH3:12])[C:8](=[O:13])[CH2:7][CH2:6][C:5]2([CH3:15])[CH3:14].N1C=CN=C1.[Si:21](Cl)([C:24]([CH3:27])([CH3:26])[CH3:25])([CH3:23])[CH3:22].O. The catalyst is CN(C)C=O. The product is [C:24]([Si:21]([CH3:23])([CH3:22])[O:1][C:2]1[CH:3]=[C:4]2[C:9](=[CH:10][C:11]=1[CH3:12])[C:8](=[O:13])[CH2:7][CH2:6][C:5]2([CH3:15])[CH3:14])([CH3:27])([CH3:26])[CH3:25]. The yield is 0.790. (4) The reactants are [H-].[Na+].[CH:3]1([S:6]([NH2:9])(=[O:8])=[O:7])[CH2:5][CH2:4]1.[Cl:10][C:11]1[CH:12]=[C:13]2[C:18](=[C:19]([C:21](O)=[O:22])[CH:20]=1)[NH:17][CH:16]([C:24]1[CH:29]=[CH:28][CH:27]=[C:26]([N:30]3[CH2:35][CH2:34][O:33][CH2:32][CH2:31]3)[CH:25]=1)[C:15]([CH3:37])([CH3:36])[CH2:14]2.C(N1C=CN=C1)(N1C=CN=C1)=O. The catalyst is CN(C)C=O. The product is [Cl:10][C:11]1[CH:12]=[C:13]2[C:18](=[C:19]([C:21]([NH:9][S:6]([CH:3]3[CH2:5][CH2:4]3)(=[O:8])=[O:7])=[O:22])[CH:20]=1)[NH:17][CH:16]([C:24]1[CH:29]=[CH:28][CH:27]=[C:26]([N:30]3[CH2:35][CH2:34][O:33][CH2:32][CH2:31]3)[CH:25]=1)[C:15]([CH3:37])([CH3:36])[CH2:14]2. The yield is 0.300. (5) The reactants are [CH3:1][C:2]1[O:6][C:5]([C:7]2[CH:12]=[CH:11][C:10]([NH2:13])=[CH:9][CH:8]=2)=[N:4][C:3]=1[C:14]1[CH:19]=[CH:18][CH:17]=[CH:16][CH:15]=1.N1C=CC=CC=1.[Cl:26][C:27]1[CH:35]=[C:34]([Cl:36])[CH:33]=[CH:32][C:28]=1[C:29](Cl)=[O:30]. The catalyst is ClCCl. The product is [Cl:26][C:27]1[CH:35]=[C:34]([Cl:36])[CH:33]=[CH:32][C:28]=1[C:29]([NH:13][C:10]1[CH:9]=[CH:8][C:7]([C:5]2[O:6][C:2]([CH3:1])=[C:3]([C:14]3[CH:15]=[CH:16][CH:17]=[CH:18][CH:19]=3)[N:4]=2)=[CH:12][CH:11]=1)=[O:30]. The yield is 0.190. (6) The reactants are Cl[C:2]1[C:3](=[O:16])[NH:4][C:5]2[C:10]([N:11]=1)=[CH:9][C:8]([C:12]([O:14][CH3:15])=[O:13])=[CH:7][CH:6]=2.[CH3:17][C@H:18]([NH2:21])[CH2:19][CH3:20].CCN(C(C)C)C(C)C. The catalyst is CS(C)=O. The product is [C@@H:18]([NH:21][C:2]1[C:3](=[O:16])[NH:4][C:5]2[C:10]([N:11]=1)=[CH:9][C:8]([C:12]([O:14][CH3:15])=[O:13])=[CH:7][CH:6]=2)([CH2:19][CH3:20])[CH3:17]. The yield is 0.650. (7) The reactants are [CH2:1]([NH:8][C:9]([C:11]1[S:15][C:14]([CH:16]=[O:17])=[N:13][C:12]=1[CH3:18])=[O:10])[C:2]1[CH:7]=[CH:6][CH:5]=[CH:4][CH:3]=1.S([CH2:29][N+:30]#[C-:31])(C1C=CC(C)=CC=1)(=O)=O.C(=O)([O-])[O-].[K+].[K+]. The catalyst is CO. The product is [CH2:1]([NH:8][C:9]([C:11]1[S:15][C:14]([C:16]2[O:17][CH:31]=[N:30][CH:29]=2)=[N:13][C:12]=1[CH3:18])=[O:10])[C:2]1[CH:7]=[CH:6][CH:5]=[CH:4][CH:3]=1. The yield is 0.630. (8) The reactants are C1(P(C2C=CC=CC=2)C2C=CC=CC=2)C=CC=CC=1.II.C(N(CC)CC)C.[Si:29]([O:36][CH2:37][CH2:38][C@@H:39]([NH:54][C:55]1[CH:60]=[CH:59][C:58]([C:61]#[N:62])=[C:57]([Cl:63])[C:56]=1[CH3:64])[C:40]([NH:42][NH:43][C:44](=O)[C:45]1[CH:50]=[CH:49][C:48]([C:51]#[N:52])=[CH:47][CH:46]=1)=[O:41])([C:32]([CH3:35])([CH3:34])[CH3:33])([CH3:31])[CH3:30]. The catalyst is C(Cl)Cl. The product is [Si:29]([O:36][CH2:37][CH2:38][C@@H:39]([NH:54][C:55]1[CH:60]=[CH:59][C:58]([C:61]#[N:62])=[C:57]([Cl:63])[C:56]=1[CH3:64])[C:40]1[O:41][C:44]([C:45]2[CH:50]=[CH:49][C:48]([C:51]#[N:52])=[CH:47][CH:46]=2)=[N:43][N:42]=1)([C:32]([CH3:34])([CH3:33])[CH3:35])([CH3:31])[CH3:30]. The yield is 0.980. (9) The reactants are [CH3:1][C:2]1C2C(=O)OC(=O)[NH:7][C:6]=2[CH:5]=[CH:4][CH:3]=1.O=[C:15]([CH3:22])[CH2:16][C:17]([O:19][CH2:20][CH3:21])=[O:18].[OH-].[Na+].O=P(Cl)(Cl)[Cl:27].O1[CH2:35][CH2:34]OCC1. No catalyst specified. The product is [Cl:27][C:15]1[C:22]2[C:6](=[CH:5][CH:4]=[CH:3][C:2]=2[CH3:1])[N:7]=[C:34]([CH3:35])[C:16]=1[C:17]([O:19][CH2:20][CH3:21])=[O:18]. The yield is 0.260. (10) The reactants are [N:1]1[CH:6]=[CH:5][CH:4]=[CH:3][C:2]=1[C:7]1[CH2:8][CH2:9][N:10]([C:13]([O:15][C:16]([CH3:19])([CH3:18])[CH3:17])=[O:14])[CH2:11][CH:12]=1.O.BrN1C(=[O:27])CCC1=O.[OH-].[Na+]. The catalyst is O1CCOCC1. The product is [N:1]1[CH:6]=[CH:5][CH:4]=[CH:3][C:2]=1[C:7]12[O:27][CH:8]1[CH2:9][N:10]([C:13]([O:15][C:16]([CH3:19])([CH3:18])[CH3:17])=[O:14])[CH2:11][CH2:12]2. The yield is 0.720.